From a dataset of Full USPTO retrosynthesis dataset with 1.9M reactions from patents (1976-2016). Predict the reactants needed to synthesize the given product. (1) Given the product [N:36]([C:7]1[C:2]([F:1])=[C:3]2[CH:10]=[CH:9][N:8]([Si:11]([CH:15]([CH3:17])[CH3:16])([CH:18]([CH3:20])[CH3:19])[CH:12]([CH3:13])[CH3:14])[C:4]2=[N:5][CH:6]=1)=[N+:37]=[N-:38], predict the reactants needed to synthesize it. The reactants are: [F:1][C:2]1[CH:7]=[CH:6][N:5]=[C:4]2[N:8]([Si:11]([CH:18]([CH3:20])[CH3:19])([CH:15]([CH3:17])[CH3:16])[CH:12]([CH3:14])[CH3:13])[CH:9]=[CH:10][C:3]=12.C([Li])(CC)C.S(=C1C=CC(C)=CC1[N:36]=[N+:37]=[N-:38])(=O)=O.[Cl-].[NH4+]. (2) The reactants are: C(OC(=O)[CH:5]([C:11](=[O:22])[C:12]1[CH:17]=[CH:16][C:15]([N+:18]([O-:20])=[O:19])=[CH:14][C:13]=1[Br:21])C(OCC)=O)C. Given the product [Br:21][C:13]1[CH:14]=[C:15]([N+:18]([O-:20])=[O:19])[CH:16]=[CH:17][C:12]=1[C:11](=[O:22])[CH3:5], predict the reactants needed to synthesize it. (3) Given the product [F:1][C:2]1[CH:7]=[CH:6][CH:5]=[CH:4][C:3]=1/[CH:8]=[CH:9]/[CH:10]1[CH2:11][CH2:12][N:13]([CH2:16][C:17]2[C:18](=[O:23])[NH:19][CH:20]=[CH:21][N:22]=2)[CH2:14][CH2:15]1, predict the reactants needed to synthesize it. The reactants are: [F:1][C:2]1[CH:7]=[CH:6][CH:5]=[CH:4][C:3]=1/[CH:8]=[CH:9]/[CH:10]1[CH2:15][CH2:14][N:13]([CH2:16][C:17]2[C:18]([O:23]C)=[N:19][CH:20]=[CH:21][N:22]=2)[CH2:12][CH2:11]1.C(=O)([O-])[O-].[Na+].[Na+].C(OCC)(=O)C.